From a dataset of NCI-60 drug combinations with 297,098 pairs across 59 cell lines. Regression. Given two drug SMILES strings and cell line genomic features, predict the synergy score measuring deviation from expected non-interaction effect. (1) Drug 1: C1CCC(C1)C(CC#N)N2C=C(C=N2)C3=C4C=CNC4=NC=N3. Drug 2: C1CC(C1)(C(=O)O)C(=O)O.[NH2-].[NH2-].[Pt+2]. Cell line: A498. Synergy scores: CSS=8.51, Synergy_ZIP=-2.08, Synergy_Bliss=3.93, Synergy_Loewe=1.14, Synergy_HSA=3.10. (2) Drug 1: C1=NC2=C(N1)C(=S)N=C(N2)N. Drug 2: CC1=CC=C(C=C1)C2=CC(=NN2C3=CC=C(C=C3)S(=O)(=O)N)C(F)(F)F. Cell line: HS 578T. Synergy scores: CSS=3.30, Synergy_ZIP=-3.94, Synergy_Bliss=-5.91, Synergy_Loewe=-19.5, Synergy_HSA=-7.64.